Dataset: Experimentally validated miRNA-target interactions with 360,000+ pairs, plus equal number of negative samples. Task: Binary Classification. Given a miRNA mature sequence and a target amino acid sequence, predict their likelihood of interaction. (1) Result: 0 (no interaction). The miRNA is ath-miR396a-5p with sequence UUCCACAGCUUUCUUGAACUG. The protein sequence of the target gene is MRSLRKKREKPRPEQWKGLPGPPRAPEPEDVAVPGGVDLLTLPQLCFPGGVCVATEPKEDCVHFLVLTDVCGNRTYGVVAQYYRPLHDEYCFYNGKTHRECPGCFVPFAVCVVSRFPYYNSLKDCLSCLLALLKPCKDFEVDSHIKDFAAKLSLIPSPPPGPLHLVFNMKSLQIVLPARADPESPILDLDLHLPLLCFRPEKVLQILTCILTEQRIVFFSSDWALLTLVTECFMAYLYPLQWQHPFVPILSDQMLDFVMAPTSFLMGCHLDHFEEVSKEADGLVLINIDHGSITYSKSTD.... (2) The miRNA is hsa-miR-3655 with sequence GCUUGUCGCUGCGGUGUUGCU. The protein sequence of the target gene is MAASERRAFAHKINRTVAAEVRKQVSRERSGSPHSSRRCSSSLGVPLTEVVEPLDFEDVLLSRPPDAEPGPLRDLVEFPADDLELLLQPRECRTTEPGIPKDEKLDAQVRAAVEMYIEDWVIVHRRYQYLSAAYSPVTTDTQRERQKGLPRQVFEQDASGDERSGPEDSNDSRRGSGSPEDTPRSSGASSIFDLRNLAADSLLPSLLERAAPEDVDRRNETLRRQHRPPALLTLYPAPDEDEAVERCSRPEPPREHFGQRILVKCLSLKFEIEIEPIFGILALYDVREKKKISENFYFDL.... Result: 0 (no interaction). (3) Result: 0 (no interaction). The miRNA is hsa-miR-8485 with sequence CACACACACACACACACGUAU. The protein sequence of the target gene is MNMANFLRGFEEKGIKNDRPEDQLSKEKKKILFSFCEVCNIQLNSAAQAQVHSNGKSHRKRVKQLSDGQPPPPAQASPSSNSSTGSTCHTTTLPALVRTPTLMMQPSLDIKPFMSFPVDSSSAVGLFPNFNTMDPVQKAVINHTFGVSIPPKKKQVISCNVCQLRFNSDSQAEAHYKGSKHAKKVKALDATKNKPKMVPSKDSAKANPSCSITPITGNNSDKSEDKGKLKASSSSQPSSSESGSFLLKSGTTPLPPGAATSPSKSTNGAPGTVVESEEEKAKKLLYCSLCKVAVNSLSQL.... (4) The miRNA is hsa-miR-95-3p with sequence UUCAACGGGUAUUUAUUGAGCA. The protein sequence of the target gene is MASDKPGPGLEPQPVALLAVGAGGGAGGGGAMGEPRGAAGSGPVVLPAGMINPSVPIRNIRMKFAVLIGLIQVGEVSNRDIVETVLNLLVGGEFDLEMNFIIQDAESITCMTELLEHCDVTCQAEIWSMFTAILRKSVRNLQTSTEVGLIEQVLLKMSAVDDMIADLLVDMLGVLASYSITVKELKLLFSMLRGESGIWPRHAVKLLSVLNQMPQRHGPDTFFNFPGCSAAAIALPPIAKWPYQNGFTLNTWFRMDPLNNINVDKDKPYLYCFRTSKGVGYSAHFVGNCLIVTSLKSKGK.... Result: 0 (no interaction). (5) The miRNA is hsa-miR-6836-3p with sequence AUGCCUCCCCCGGCCCCGCAG. The protein sequence of the target gene is MWTLKSSLVLLLCLTCSYAFMFSSLRQKTSEPQGKVQYGEHFRIRQNLPEHTQGWLGSKWLWLLFVVVPFVILQCQRDSEKNKEQSPPGLRGGQLHSPLKKKRNASPNKDCAFNTLMELEVELMKFVSKVRNLKRAMATGSGSNLRLRKSEMPADPYHVTICEIWGEESSS. Result: 0 (no interaction). (6) Result: 1 (interaction). The miRNA is hsa-miR-5100 with sequence UUCAGAUCCCAGCGGUGCCUCU. The protein sequence of the target gene is MMWSNFFLQEENRRRGAAGRRRAHGQGRSGLTPEREGKVKLALLLAAVGATLAVLSVGTEFWVELNTYKANGSAVCEAAHLGLWKACTKRLWQADVPVDRDTCGPAELPGEANCTYFKFFTTGENARIFQRTTKKEVNLAAAVIAVLGLAVMALGCLCIIMVLSKGAEFLLRVGAVCFGLSGLLLLVSLEVFRHSVRALLQRVSPEPPPAPRLTYEYSWSLGCGVGAGLILLLGAGCFLLLTLPSWPWGSLCPKRGHRAT. (7) The miRNA is mmu-miR-329-3p with sequence AACACACCCAGCUAACCUUUUU. The protein sequence of the target gene is MQPSGHRLRDIEHHPLLTDNDNYDSASSSSSETDMADRVWFIRDGCGMVCAVMTWLLVVYADFVVTFVMLLPSKDFWYSVVNGVLFNCLAVLALSSHLRTMLTDPGAVPKGNATKEYMESLQLKPGEVIYKCPKCCCIKPERAHHCSICKRCIRKMDHHCPWVNNCVGEKNQRFFVLFTMYIALSSVHALILCGLQFISCVRGQWTECSDFSPPITVILLVFLCLEGLLFFTFTAVMFGTQIHSICNDETEIERLKSEKPTWERRLRWEGMKSVFGGPPSLLWMNPFVGFRLRRLQMRTR.... Result: 1 (interaction).